This data is from Experimentally validated miRNA-target interactions with 360,000+ pairs, plus equal number of negative samples. The task is: Binary Classification. Given a miRNA mature sequence and a target amino acid sequence, predict their likelihood of interaction. (1) The miRNA is mmu-miR-7000-3p with sequence CACCCACCUGCCUGUCCUCCAG. The protein sequence of the target gene is MASSSGNDDDLTIPRAAINKMIKETLPNVRVANDARELVVNCCTEFIHLISSEANEICNKSEKKTISPEHVIQALESLGFGSYISEVKEVLQECKTVALKRRKASSRLENLGIPEEELLRQQQELFAKARQQQAELAQQEWLQMQQAAQQAQLAAASASASTQAGSSQDEEDDDDI. Result: 0 (no interaction). (2) The miRNA is hsa-miR-378i with sequence ACUGGACUAGGAGUCAGAAGG. The protein sequence of the target gene is MMHHCSITKPTFSISISTQKLHHHSSKFLNLGFRIRCESGDVSSPLRTKAVSLSSEMEDSSSLKKSLMELEGKKSEPYPGGMPKMGPFTGRDPNVKKPAWLRQKAPQGERFQEVKESLSRLNLNTVCEEAQCPNIGECWNGGGDGVATATIMVLGDTCTRGCRFCAVKTSRNPPPPDPMEPENTAKAIASWGVDYIVITSVDRDDIPDGGSGHFAQTVKAMKRHKPDIMIECLTSDFRGDLEAVDTLVHSGLDVFAHNVETVKRLQRLVRDPRAGYEQSMSVLKHAKISKPGMITKTSIM.... Result: 0 (no interaction). (3) The miRNA is mmu-miR-878-5p with sequence UAUCUAGUUGGAUGUCAAGACA. The protein sequence of the target gene is MEEKQQIILANQDGGTVTGGAPTFFVILKQPGNGKTDQGILVTNRDARALLSRESSPGKSKEKICLPADCTVGKITVTLDNNSMWNEFHNRSTEMILTKQGRRMFPYCRYWITGLDSNLKYILVMDISPVDSHRYKWNGRWWEPSGKAEPHILGRVFIHPESPSTGHYWMHQPVSFYKLKLTNNTLDQEGHIILHSMHRYLPRLHLVPAEKATEVIQLNGPGVHTFTFPQTEFFAVTAYQNIQITQLKIDYNPFAKGFRDDGLSSKPQREGKQRNSSDQEGNSVSSSPAHRVRLTEGEGS.... Result: 0 (no interaction). (4) The miRNA is hsa-miR-1273h-5p with sequence CUGGGAGGUCAAGGCUGCAGU. The protein sequence of the target gene is MPFLDIQKRFGLNIDRWLTIQSGEQPYKMAGRCHAFEKEWIECAHGIGYTRAEKECKIEYDDFVECLLRQKTMRRAGTIRKQRDKLIKEGKYTPPPHHIGKGEPRP. Result: 1 (interaction).